From a dataset of Ames mutagenicity test results for genotoxicity prediction. Regression/Classification. Given a drug SMILES string, predict its toxicity properties. Task type varies by dataset: regression for continuous values (e.g., LD50, hERG inhibition percentage) or binary classification for toxic/non-toxic outcomes (e.g., AMES mutagenicity, cardiotoxicity, hepatotoxicity). Dataset: ames. (1) The compound is O=Nc1ccc2ccccc2c1. The result is 1 (mutagenic). (2) The compound is O=C(O)c1cccc(Cl)c1. The result is 0 (non-mutagenic). (3) The molecule is Nc1nc(-c2ccc([N+](=O)[O-])cc2)nc2c1ncn2C1CC(O)C(CO)O1. The result is 1 (mutagenic). (4) The compound is CCCCCNCCCCC. The result is 0 (non-mutagenic). (5) The compound is COC(C)(C)C. The result is 0 (non-mutagenic).